From a dataset of Forward reaction prediction with 1.9M reactions from USPTO patents (1976-2016). Predict the product of the given reaction. (1) Given the reactants [CH3:1][O:2][C:3]1[CH:12]=[CH:11][C:6]2[C:7](=[O:10])[CH2:8][O:9][C:5]=2[C:4]=1[C:13]#[C:14][CH2:15][CH2:16][CH:17]1[CH2:22][CH2:21][N:20]([C:23]([O:25][C:26]([CH3:29])([CH3:28])[CH3:27])=[O:24])[CH2:19][CH2:18]1, predict the reaction product. The product is: [CH3:1][O:2][C:3]1[CH:12]=[CH:11][C:6]2[C:7](=[O:10])[CH2:8][O:9][C:5]=2[C:4]=1[CH2:13][CH2:14][CH2:15][CH2:16][CH:17]1[CH2:18][CH2:19][N:20]([C:23]([O:25][C:26]([CH3:29])([CH3:28])[CH3:27])=[O:24])[CH2:21][CH2:22]1. (2) Given the reactants CN(C)[CH:3]=[O:4].N1C=CN=C1.[F:11][C:12]([F:48])([F:47])[C:13]1[CH:14]=[C:15]([CH:40]=[C:41]([C:43]([F:46])([F:45])[F:44])[CH:42]=1)[CH2:16][N:17]([CH3:39])[C:18](=[O:38])[C:19]1[C:24]([C:25]2[CH:30]=[CH:29][CH:28]=[CH:27][C:26]=2[CH3:31])=[CH:23][C:22]([N:32]2[CH2:37][CH2:36][NH:35][CH2:34][CH2:33]2)=[N:21][CH:20]=1, predict the reaction product. The product is: [F:48][C:12]([F:47])([F:11])[C:13]1[CH:14]=[C:15]([CH:40]=[C:41]([C:43]([F:45])([F:46])[F:44])[CH:42]=1)[CH2:16][N:17]([CH3:39])[C:18](=[O:38])[C:19]1[C:24]([C:25]2[CH:30]=[CH:29][CH:28]=[CH:27][C:26]=2[CH3:31])=[CH:23][C:22]([N:32]2[CH2:33][CH2:34][N:35]([CH:3]=[O:4])[CH2:36][CH2:37]2)=[N:21][CH:20]=1. (3) Given the reactants [ClH:1].[NH2:2][C:3]([C:5]1[CH:6]=[N:7][C:8]2[C:13]([C:14]=1NC1C=CC(F)=C(OC)C=1)=[CH:12][C:11]([S:25]([CH2:28][CH2:29][C:30]([OH:32])=O)(=[O:27])=[O:26])=[CH:10][C:9]=2[CH3:33])=[O:4].[F:34][P-](F)(F)(F)(F)F.N1(OC(N(C)C)=[N+](C)C)C2N=C[CH:48]=[CH:49][C:44]=2N=N1.[NH:58]1[CH2:63][CH2:62][O:61][CH2:60][CH2:59]1.C([N:67](CC)[CH:68]([CH3:70])[CH3:69])(C)C.CN(C)[CH:75]=[O:76], predict the reaction product. The product is: [ClH:1].[F:34][C:49]1[CH:44]=[CH:69][C:68]([NH:67][C:6]2[C:5]([C:3]([NH2:2])=[O:4])=[CH:14][C:13]3[C:8](=[C:9]([CH3:33])[CH:10]=[C:11]([S:25]([CH2:28][CH2:29][C:30]([N:58]4[CH2:63][CH2:62][O:61][CH2:60][CH2:59]4)=[O:32])(=[O:26])=[O:27])[CH:12]=3)[N:7]=2)=[CH:70][C:48]=1[O:76][CH3:75]. (4) Given the reactants [OH:1][C:2]1[CH:7]=[CH:6][C:5]([CH2:8][C:9]([O:11][CH3:12])=[O:10])=[CH:4][CH:3]=1, predict the reaction product. The product is: [CH3:12][O:11][C:9](=[O:10])[CH2:8][C@H:5]1[CH2:6][CH2:7][C@@H:2]([OH:1])[CH2:3][CH2:4]1. (5) The product is: [Cl:1][C:2]1[CH:3]=[C:4]([C:10]2[C:14]([C:15]([N:50]3[CH2:55][CH2:54][CH2:53][C@@H:52]([C:56]([OH:59])([CH3:58])[CH3:57])[CH2:51]3)=[O:17])=[CH:13][O:12][N:11]=2)[CH:5]=[CH:6][C:7]=1[O:8][CH3:9]. Given the reactants [Cl:1][C:2]1[CH:3]=[C:4]([C:10]2[C:14]([C:15]([OH:17])=O)=[CH:13][O:12][N:11]=2)[CH:5]=[CH:6][C:7]=1[O:8][CH3:9].C(N(C(C)C)C(C)C)C.CN(C(ON1N=NC2C=CC=CC1=2)=[N+](C)C)C.[B-](F)(F)(F)F.Cl.[NH:50]1[CH2:55][CH2:54][CH2:53][C@@H:52]([C:56]([OH:59])([CH3:58])[CH3:57])[CH2:51]1, predict the reaction product. (6) Given the reactants [NH2:1][C:2]1[CH:3]=[C:4]([C:10]2[O:11][C:12]3[CH:18]=[CH:17][C:16]([C:19]4[CH:24]=[CH:23][CH:22]=[C:21]([Cl:25])[C:20]=4[Cl:26])=[CH:15][C:13]=3[N:14]=2)[CH:5]=[CH:6][C:7]=1[O:8][CH3:9].[CH:27]1[C:32]([C:33]([OH:35])=[O:34])=[CH:31][C:30]2[C:36]([O:38][C:39](=O)[C:29]=2[CH:28]=1)=[O:37], predict the reaction product. The product is: [CH3:9][O:8][C:7]1[CH:6]=[CH:5][C:4]([C:10]2[O:11][C:12]3[CH:18]=[CH:17][C:16]([C:19]4[CH:24]=[CH:23][CH:22]=[C:21]([Cl:25])[C:20]=4[Cl:26])=[CH:15][C:13]=3[N:14]=2)=[CH:3][C:2]=1[N:1]1[C:36](=[O:37])[C:30]2[C:29](=[CH:28][CH:27]=[C:32]([C:33]([OH:35])=[O:34])[CH:31]=2)[C:39]1=[O:38].